This data is from Catalyst prediction with 721,799 reactions and 888 catalyst types from USPTO. The task is: Predict which catalyst facilitates the given reaction. (1) Reactant: C([O:3][C:4](=[O:20])[C:5]1[CH:10]=[CH:9][C:8]([O:11][CH2:12][C:13]2[CH:18]=[CH:17][CH:16]=[CH:15][CH:14]=2)=[CH:7][C:6]=1[Cl:19])C.[OH-].[Na+].CO.Cl. Product: [CH2:12]([O:11][C:8]1[CH:9]=[CH:10][C:5]([C:4]([OH:20])=[O:3])=[C:6]([Cl:19])[CH:7]=1)[C:13]1[CH:14]=[CH:15][CH:16]=[CH:17][CH:18]=1. The catalyst class is: 6. (2) Reactant: [OH:1][C@H:2]1[CH2:6][N:5]([C:7]([O:9][C:10]([CH3:13])([CH3:12])[CH3:11])=[O:8])[C@H:4]([C:14]([O-])=[O:15])[CH2:3]1. Product: [OH:1][C@H:2]1[CH2:6][N:5]([C:7]([O:9][C:10]([CH3:11])([CH3:12])[CH3:13])=[O:8])[C@H:4]([CH2:14][OH:15])[CH2:3]1. The catalyst class is: 1.